Dataset: Peptide-MHC class I binding affinity with 185,985 pairs from IEDB/IMGT. Task: Regression. Given a peptide amino acid sequence and an MHC pseudo amino acid sequence, predict their binding affinity value. This is MHC class I binding data. (1) The peptide sequence is MSLLDAHIPQL. The MHC is HLA-B15:01 with pseudo-sequence HLA-B15:01. The binding affinity (normalized) is 0. (2) The peptide sequence is GSSSGTVNPV. The MHC is Patr-A0301 with pseudo-sequence Patr-A0301. The binding affinity (normalized) is 0.398.